This data is from CYP2C9 inhibition data for predicting drug metabolism from PubChem BioAssay. The task is: Regression/Classification. Given a drug SMILES string, predict its absorption, distribution, metabolism, or excretion properties. Task type varies by dataset: regression for continuous measurements (e.g., permeability, clearance, half-life) or binary classification for categorical outcomes (e.g., BBB penetration, CYP inhibition). Dataset: cyp2c9_veith. The drug is COc1cccc(CNCCNC(=O)c2nonc2N)c1.Cl. The result is 0 (non-inhibitor).